The task is: Predict the product of the given reaction.. This data is from Forward reaction prediction with 1.9M reactions from USPTO patents (1976-2016). Given the reactants C([O:8][C:9]1[CH:14]=[C:13]([O:15]CC2C=CC=CC=2)[CH:12]=[CH:11][C:10]=1[C:23]1[CH:28]=[C:27]([O:29][CH3:30])[CH:26]=[CH:25][C:24]=1[F:31])C1C=CC=CC=1, predict the reaction product. The product is: [F:31][C:24]1[CH:25]=[CH:26][C:27]([O:29][CH3:30])=[CH:28][C:23]=1[C:10]1[C:9]([OH:8])=[CH:14][C:13]([OH:15])=[CH:12][CH:11]=1.